Predict the reactants needed to synthesize the given product. From a dataset of Retrosynthesis with 50K atom-mapped reactions and 10 reaction types from USPTO. (1) Given the product CC(=O)Nc1nc(C)c(-c2cccs2)s1, predict the reactants needed to synthesize it. The reactants are: CC(=O)Nc1nc(C)c(I)s1.CCCC[Sn](CCCC)(CCCC)c1cccs1. (2) The reactants are: CN(CCCCCCCCN(C)C(=O)OC(C)(C)C)Cc1c(O)ccc2c1O/C(=C\c1c[nH]c3ccccc13)C2=O. Given the product CNCCCCCCCCN(C)Cc1c(O)ccc2c1O/C(=C\c1c[nH]c3ccccc13)C2=O, predict the reactants needed to synthesize it. (3) Given the product COc1ccc(N2CCN(c3nc(-c4ccccc4)c(C#N)s3)CC2)cc1, predict the reactants needed to synthesize it. The reactants are: COc1ccc(N2CCN(c3nc(-c4ccccc4)c(C(N)=O)s3)CC2)cc1. (4) Given the product CCn1cc(CN(C(=O)C2CCCc3cc(OCc4ccccc4)ccc32)c2ccc(C(C)C)cc2)cn1, predict the reactants needed to synthesize it. The reactants are: CCn1cc(CNc2ccc(C(C)C)cc2)cn1.O=C(O)C1CCCc2cc(OCc3ccccc3)ccc21. (5) The reactants are: Cc1ccc(S(=O)(=O)Cl)cc1.Nc1cc(F)c([N+](=O)[O-])cc1N. Given the product Cc1ccc(S(=O)(=O)Nc2cc([N+](=O)[O-])c(F)cc2N)cc1, predict the reactants needed to synthesize it. (6) Given the product CCc1nn(C[C@H](C)N)c(CC)c1S(=O)(=O)c1cccc(N2C(=O)CC(C)(C)CC2=O)c1, predict the reactants needed to synthesize it. The reactants are: CCc1nn(C[C@H](C)NC(=O)OC(C)(C)C)c(CC)c1S(=O)(=O)c1cccc(N2C(=O)CC(C)(C)CC2=O)c1.